From a dataset of Forward reaction prediction with 1.9M reactions from USPTO patents (1976-2016). Predict the product of the given reaction. (1) Given the reactants [C:1]([O:5][C:6]([N:8]1[CH2:13][CH:12]=[C:11]([C:14]2[CH:19]=[CH:18][C:17]([NH2:20])=[CH:16][CH:15]=2)[CH2:10][CH2:9]1)=[O:7])([CH3:4])([CH3:3])[CH3:2], predict the reaction product. The product is: [C:1]([O:5][C:6]([N:8]1[CH2:13][CH2:12][CH:11]([C:14]2[CH:19]=[CH:18][C:17]([NH2:20])=[CH:16][CH:15]=2)[CH2:10][CH2:9]1)=[O:7])([CH3:4])([CH3:2])[CH3:3]. (2) Given the reactants C1(CNC(C2C3C(=CC=C(F)C=3)N=C(C(NC(=O)OC(C)(C)C)C)C=2C2C=CC=CC=2)=O)CC1.C(O)(C(F)(F)F)=O.[NH2:42][CH:43]([C:45]1[C:54]([C:55]2[CH:60]=[CH:59][CH:58]=[CH:57][CH:56]=2)=[C:53]([C:61]([NH:63][CH2:64][CH:65]2[CH2:67][CH2:66]2)=[O:62])[C:52]2[C:47](=[CH:48][CH:49]=[C:50]([F:68])[CH:51]=2)[N:46]=1)[CH3:44].[NH2:69][C:70]1[C:75]([C:76]#[N:77])=[C:74](Cl)[N:73]=[CH:72][N:71]=1.CCN(C(C)C)C(C)C, predict the reaction product. The product is: [NH2:69][C:70]1[N:71]=[CH:72][N:73]=[C:74]([NH:42][CH:43]([C:45]2[C:54]([C:55]3[CH:60]=[CH:59][CH:58]=[CH:57][CH:56]=3)=[C:53]([C:61]([NH:63][CH2:64][CH:65]3[CH2:67][CH2:66]3)=[O:62])[C:52]3[C:47](=[CH:48][CH:49]=[C:50]([F:68])[CH:51]=3)[N:46]=2)[CH3:44])[C:75]=1[C:76]#[N:77]. (3) Given the reactants C([O:3][C:4](=[O:21])[CH:5]([O:18][CH2:19][CH3:20])[C:6]([NH:8][CH2:9][C:10]1[CH:15]=[CH:14][C:13]([C:16]#[N:17])=[CH:12][CH:11]=1)=[O:7])C.[Li+].[OH-], predict the reaction product. The product is: [C:16]([C:13]1[CH:12]=[CH:11][C:10]([CH2:9][NH:8][C:6](=[O:7])[CH:5]([O:18][CH2:19][CH3:20])[C:4]([OH:21])=[O:3])=[CH:15][CH:14]=1)#[N:17]. (4) Given the reactants Cl[C:2]1[C:11]2[C:6](=[CH:7][C:8]([O:12][CH3:13])=[CH:9][CH:10]=2)[CH:5]=[C:4]([NH:14][C:15]2[CH:19]=[CH:18][NH:17][N:16]=2)[N:3]=1.[CH3:20][O:21][C:22]1[CH:23]=[C:24]([OH:28])[CH:25]=[CH:26][CH:27]=1, predict the reaction product. The product is: [CH3:13][O:12][C:8]1[CH:7]=[C:6]2[C:11](=[CH:10][CH:9]=1)[C:2]([O:28][C:24]1[CH:25]=[CH:26][CH:27]=[C:22]([O:21][CH3:20])[CH:23]=1)=[N:3][C:4]([NH:14][C:15]1[CH:19]=[CH:18][NH:17][N:16]=1)=[CH:5]2. (5) Given the reactants [N:1]1C2C=CN=CC=2N[C:2]=1[C:10]1[C:22]2[C:21]3[C:16](=[CH:17][CH:18]=[CH:19][CH:20]=3)[CH:15](N)C=2C=CC=1.C([OH:26])C, predict the reaction product. The product is: [N:1]1[C:20]2[CH:19]=[CH:18][CH:17]=[C:16]([CH:15]=[O:26])[C:21]=2[CH:22]=[CH:10][CH:2]=1. (6) Given the reactants [NH2:1][C:2]1[S:3][C:4]([C:17]2[CH:22]=[CH:21][CH:20]=[C:19]([F:23])[CH:18]=2)=[C:5]([C:7]([N:9]2[C@H:14]([CH2:15][NH2:16])[CH2:13][C@H:12]3[C@@H:10]2[CH2:11]3)=[O:8])[N:6]=1.[N:24]1[C:33]2[CH:32]=[CH:31][CH:30]=[C:29]([C:34](O)=[O:35])[C:28]=2[CH:27]=[CH:26][CH:25]=1, predict the reaction product. The product is: [NH2:1][C:2]1[S:3][C:4]([C:17]2[CH:22]=[CH:21][CH:20]=[C:19]([F:23])[CH:18]=2)=[C:5]([C:7]([N:9]2[C@H:14]([CH2:15][NH:16][C:34]([C:29]3[C:28]4[CH:27]=[CH:26][CH:25]=[N:24][C:33]=4[CH:32]=[CH:31][CH:30]=3)=[O:35])[CH2:13][C@H:12]3[C@@H:10]2[CH2:11]3)=[O:8])[N:6]=1.